This data is from Reaction yield outcomes from USPTO patents with 853,638 reactions. The task is: Predict the reaction yield, written as a fraction of the theoretical maximum amount of product (1.0 means a 100% yield; for example, 0.34 means a 34% yield). (1) The reactants are CC1(C)C(C)(C)OB([C:9]2[CH:10]=[CH:11][C:12]([N:15]3[CH:19]=[N:18][N:17]=[N:16]3)=[N:13][CH:14]=2)O1.Br[C:22]1[CH:30]=[CH:29][C:28]2[N:27]3[C:31](=[O:39])[O:32][C@@H:33]([CH2:34][NH:35][C:36](=[O:38])[CH3:37])[C@@H:26]3[CH2:25][C:24]=2[CH:23]=1.C([O-])([O-])=O.[K+].[K+]. The catalyst is O1CCOCC1.O. The product is [N:15]1([C:12]2[N:13]=[CH:14][C:9]([C:22]3[CH:30]=[CH:29][C:28]4[N:27]5[C:31](=[O:39])[O:32][C@@H:33]([CH2:34][NH:35][C:36](=[O:38])[CH3:37])[C@@H:26]5[CH2:25][C:24]=4[CH:23]=3)=[CH:10][CH:11]=2)[CH:19]=[N:18][N:17]=[N:16]1. The yield is 0.570. (2) The reactants are [CH2:1]([N:3]([CH2:19][CH3:20])[CH2:4][CH2:5][N:6]1[CH2:11][CH2:10][C:9]2[NH:12][C:13]([CH:16]=O)=[C:14]([CH3:15])[C:8]=2[C:7]1=[O:18])[CH3:2].[F:21][C:22]1[CH:23]=[C:24]2[C:28](=[CH:29][C:30]=1[NH:31][C:32](=[O:36])[C@@H:33]([OH:35])[CH3:34])[NH:27][C:26](=[O:37])[CH2:25]2. No catalyst specified. The product is [CH2:1]([N:3]([CH2:19][CH3:20])[CH2:4][CH2:5][N:6]1[CH2:11][CH2:10][C:9]2[NH:12][C:13]([CH:16]=[C:25]3[C:24]4[C:28](=[CH:29][C:30]([NH:31][C:32](=[O:36])[C@@H:33]([OH:35])[CH3:34])=[C:22]([F:21])[CH:23]=4)[NH:27][C:26]3=[O:37])=[C:14]([CH3:15])[C:8]=2[C:7]1=[O:18])[CH3:2]. The yield is 0.503. (3) The reactants are [CH3:1][C:2]1[N:12]=[CH:11][CH:10]=[CH:9][C:3]=1[C:4](OCC)=[O:5].[H-].C([Al+]CC(C)C)C(C)C. The catalyst is ClCCl. The product is [CH3:1][C:2]1[C:3]([CH2:4][OH:5])=[CH:9][CH:10]=[CH:11][N:12]=1. The yield is 0.870. (4) The reactants are [Cl:1][C:2]1[CH:7]=[CH:6][CH:5]=[CH:4][C:3]=1[OH:8].C(=O)([O-])[O-].[Cs+].[Cs+].[C:15]([O:19][C:20]([N:22]1[CH2:27][CH2:26][CH:25](OS(C)(=O)=O)[CH2:24][CH2:23]1)=[O:21])([CH3:18])([CH3:17])[CH3:16]. The catalyst is CN(C=O)C. The product is [C:15]([O:19][C:20]([N:22]1[CH2:27][CH2:26][CH:25]([O:8][C:3]2[CH:4]=[CH:5][CH:6]=[CH:7][C:2]=2[Cl:1])[CH2:24][CH2:23]1)=[O:21])([CH3:18])([CH3:16])[CH3:17]. The yield is 0.500. (5) The reactants are Br[CH2:2][C:3]([C:5]1[CH:6]=[C:7]2[C:11](=[CH:12][CH:13]=1)[NH:10][C:9]1[N:14]=[C:15](Cl)[CH:16]=[CH:17][C:8]2=1)=O.[O-]P([O-])([O-])=O.[K+].[K+].[K+].[CH3:27][OH:28]. The catalyst is CC([O-])=O.CC([O-])=O.[Pd+2]. The product is [CH3:27][O:28][C:8]1[CH:17]=[CH:16][C:3]([C:5]2[CH:6]=[C:7]3[C:11](=[CH:12][CH:13]=2)[NH:10][C:9]2[N:14]=[CH:15][C:16]([CH:2]=[CH:3][C:5]4[CH:13]=[CH:12][CH:11]=[CH:7][CH:6]=4)=[CH:17][C:8]3=2)=[CH:2][CH:9]=1. The yield is 0.650. (6) No catalyst specified. The reactants are [C:1]([C:3]1[C:4]([O:33][CH3:34])=[C:5]([CH2:13][N:14]([CH3:32])[C:15](=[O:31])[CH:16]([C:23]2[CH:28]=[CH:27][CH:26]=[C:25]([O:29][CH3:30])[CH:24]=2)[N:17]2[CH2:22][CH2:21][NH:20][CH2:19][CH2:18]2)[C:6]2[C:11]([CH:12]=1)=[CH:10][CH:9]=[CH:8][CH:7]=2)#[N:2].[CH:35](O)=O.C=O.C([O-])(O)=O.[Na+]. The product is [C:1]([C:3]1[C:4]([O:33][CH3:34])=[C:5]([CH2:13][N:14]([CH3:32])[C:15](=[O:31])[CH:16]([C:23]2[CH:28]=[CH:27][CH:26]=[C:25]([O:29][CH3:30])[CH:24]=2)[N:17]2[CH2:22][CH2:21][N:20]([CH3:35])[CH2:19][CH2:18]2)[C:6]2[C:11]([CH:12]=1)=[CH:10][CH:9]=[CH:8][CH:7]=2)#[N:2]. The yield is 0.660. (7) The reactants are [CH3:1][C:2]1[N:3]=[C:4]2[CH:12]=[CH:11][CH:10]=[C:9]3[N:5]2[C:6]=1[C:7](=[O:28])[N:8]3[CH2:13][CH2:14][CH2:15][CH2:16][N:17]1C(=O)C2=CC=CC=C2C1=O.O.NN.O. The catalyst is C(O)C. The product is [NH2:17][CH2:16][CH2:15][CH2:14][CH2:13][N:8]1[C:9]2[N:5]3[C:4](=[N:3][C:2]([CH3:1])=[C:6]3[C:7]1=[O:28])[CH:12]=[CH:11][CH:10]=2. The yield is 0.811.